From a dataset of Reaction yield outcomes from USPTO patents with 853,638 reactions. Predict the reaction yield, written as a fraction of the theoretical maximum amount of product (1.0 means a 100% yield; for example, 0.34 means a 34% yield). (1) The reactants are [N:1]12[CH2:9][CH2:8][CH:5]([CH2:6][CH2:7]1)[NH:4][C:3](=O)[CH2:2]2.O. The catalyst is O1CCOCC1. The product is [N:1]12[CH2:9][CH2:8][CH:5]([CH2:6][CH2:7]1)[NH:4][CH2:3][CH2:2]2. The yield is 0.780. (2) The reactants are CC1(C)C(C)(C)OB([C:9]2[CH2:14][CH2:13][CH2:12][C:11](=[O:15])[CH:10]=2)O1.[NH2:17][C:18]1[C:19]([C:25]2[CH:37]=[CH:36][C:28]([C:29]([O:31][C:32]([CH3:35])([CH3:34])[CH3:33])=[O:30])=[C:27]([F:38])[CH:26]=2)=[N:20][C:21](Br)=[CH:22][N:23]=1.C(Cl)Cl.C([O-])([O-])=O.[Na+].[Na+]. The catalyst is C1C=CC(P(C2C=CC=CC=2)[C-]2C=CC=C2)=CC=1.C1C=CC(P(C2C=CC=CC=2)[C-]2C=CC=C2)=CC=1.Cl[Pd]Cl.[Fe+2].CCOCC. The product is [NH2:17][C:18]1[C:19]([C:25]2[CH:37]=[CH:36][C:28]([C:29]([O:31][C:32]([CH3:34])([CH3:35])[CH3:33])=[O:30])=[C:27]([F:38])[CH:26]=2)=[N:20][C:21]([C:9]2[CH2:14][CH2:13][CH2:12][C:11](=[O:15])[CH:10]=2)=[CH:22][N:23]=1. The yield is 0.513. (3) The reactants are [F:1][C:2]([F:33])([F:32])[C:3]1[CH:4]=[C:5]([C@H:13]2[O:17][C:16](=[O:18])[N:15]([CH2:19][C:20]3[C:25]([Br:26])=[CH:24][N:23]=[C:22](S(C)(=O)=O)[N:21]=3)[C@H:14]2[CH3:31])[CH:6]=[C:7]([C:9]([F:12])([F:11])[F:10])[CH:8]=1.[F:34][C:35]1([F:39])[CH2:38][NH:37][CH2:36]1.C(N(C(C)C)CC)(C)C. The catalyst is C1COCC1. The product is [F:1][C:2]([F:33])([F:32])[C:3]1[CH:4]=[C:5]([C@H:13]2[O:17][C:16](=[O:18])[N:15]([CH2:19][C:20]3[C:25]([Br:26])=[CH:24][N:23]=[C:22]([N:37]4[CH2:38][C:35]([F:39])([F:34])[CH2:36]4)[N:21]=3)[C@H:14]2[CH3:31])[CH:6]=[C:7]([C:9]([F:12])([F:11])[F:10])[CH:8]=1. The yield is 0.860. (4) The reactants are [CH3:1][N:2]1[CH:7]=[C:6](B2OC(C)(C)C(C)(C)O2)[C:5]2[CH:17]=[CH:18][O:19][C:4]=2[C:3]1=[O:20].[CH:21]1([CH2:24][O:25][C:26]2[C:27](I)=[N:28][C:29]([S:32]([CH3:35])(=[O:34])=[O:33])=[CH:30][CH:31]=2)[CH2:23][CH2:22]1.[O-]P([O-])([O-])=O.[K+].[K+].[K+]. The catalyst is O1CCOCC1.C1C=CC(P(C2C=CC=CC=2)[C-]2C=CC=C2)=CC=1.C1C=CC(P(C2C=CC=CC=2)[C-]2C=CC=C2)=CC=1.Cl[Pd]Cl.[Fe+2]. The product is [CH:21]1([CH2:24][O:25][C:26]2[C:27]([C:6]3[C:5]4[CH:17]=[CH:18][O:19][C:4]=4[C:3](=[O:20])[N:2]([CH3:1])[CH:7]=3)=[N:28][C:29]([S:32]([CH3:35])(=[O:34])=[O:33])=[CH:30][CH:31]=2)[CH2:22][CH2:23]1. The yield is 0.520. (5) The reactants are Cl[C:2]1[CH:7]=[CH:6][N:5]2[N:8]=[C:9]([C:23]3[CH:28]=[CH:27][C:26]([F:29])=[CH:25][CH:24]=3)[C:10]([C:11]3[CH:16]=[CH:15][N:14]=[C:13]([NH:17][CH:18]4[CH2:22][CH2:21][CH2:20][CH2:19]4)[N:12]=3)=[C:4]2[CH:3]=1.C1(P(C2C=CC=CC=2)C2C=CC3C(=CC=CC=3)C=2C2C3C(=CC=CC=3)C=CC=2P(C2C=CC=CC=2)C2C=CC=CC=2)C=CC=CC=1.C(=O)([O-])[O-].[Cs+].[Cs+].C(OCC)(=O)C.[CH:88]1([NH2:93])[CH2:92][CH2:91][CH2:90][CH2:89]1. The catalyst is C([O-])(=O)C.[Pd+2].C([O-])(=O)C.O. The product is [CH:88]1([NH:93][C:2]2[CH:7]=[CH:6][N:5]3[N:8]=[C:9]([C:23]4[CH:28]=[CH:27][C:26]([F:29])=[CH:25][CH:24]=4)[C:10]([C:11]4[CH:16]=[CH:15][N:14]=[C:13]([NH:17][CH:18]5[CH2:22][CH2:21][CH2:20][CH2:19]5)[N:12]=4)=[C:4]3[CH:3]=2)[CH2:92][CH2:91][CH2:90][CH2:89]1. The yield is 0.700. (6) The reactants are [C:1](/[C:3](/[C:27]1[CH:32]=[CH:31][C:30]([O:33][CH3:34])=[C:29]([O:35][CH3:36])[CH:28]=1)=[CH:4]\[C:5]1[S:9][C:8]([N:10]2[CH2:15][CH2:14][CH:13]([O:16][C:17](=[O:26])[CH2:18][N:19]3[CH2:24][CH2:23][CH:22](O)[CH2:21][CH2:20]3)[CH2:12][CH2:11]2)=[CH:7][CH:6]=1)#[N:2].[CH2:37](N(CC)CC)C. No catalyst specified. The product is [C:1](/[C:3](/[C:27]1[CH:32]=[CH:31][C:30]([O:33][CH3:34])=[C:29]([O:35][CH3:36])[CH:28]=1)=[CH:4]\[C:5]1[S:9][C:8]([N:10]2[CH2:11][CH2:12][CH:13]([O:16][C:17](=[O:26])[CH2:18][N:19]3[CH2:20][CH2:21][CH2:22][CH2:23][CH2:37][CH2:24]3)[CH2:14][CH2:15]2)=[CH:7][CH:6]=1)#[N:2]. The yield is 0.750.